From a dataset of Catalyst prediction with 721,799 reactions and 888 catalyst types from USPTO. Predict which catalyst facilitates the given reaction. Reactant: [C:1]([O:5][CH:6]([C:10]1[C:19]([CH3:20])=[CH:18][C:17]2[C:12](=[CH:13][C:14]([CH:21]=[C:22]([CH3:24])[CH3:23])=[CH:15][CH:16]=2)[C:11]=1[C:25]1[CH:30]=[CH:29][C:28]([Cl:31])=[CH:27][CH:26]=1)[C:7]([OH:9])=[O:8])([CH3:4])([CH3:3])[CH3:2]. Product: [C:1]([O:5][CH:6]([C:10]1[C:19]([CH3:20])=[CH:18][C:17]2[C:12](=[CH:13][C:14]([CH2:21][CH:22]([CH3:23])[CH3:24])=[CH:15][CH:16]=2)[C:11]=1[C:25]1[CH:26]=[CH:27][C:28]([Cl:31])=[CH:29][CH:30]=1)[C:7]([OH:9])=[O:8])([CH3:3])([CH3:4])[CH3:2]. The catalyst class is: 144.